Predict the reactants needed to synthesize the given product. From a dataset of Full USPTO retrosynthesis dataset with 1.9M reactions from patents (1976-2016). (1) Given the product [OH:1][CH2:2][CH2:3][N:4]([CH3:30])[C:5](=[O:29])[C:6]1[CH:7]=[CH:8][C:9]([C:12]([C:13]2[CH:14]=[CH:15][CH:16]=[C:17]3[C:22]=2[N:21]=[CH:20][CH:19]=[CH:18]3)=[C:23]2[CH2:28][CH2:27][N:26]([CH2:36][C:34]3[N:33]=[CH:32][S:31][CH:35]=3)[CH2:25][CH2:24]2)=[CH:10][CH:11]=1, predict the reactants needed to synthesize it. The reactants are: [OH:1][CH2:2][CH2:3][N:4]([CH3:30])[C:5](=[O:29])[C:6]1[CH:11]=[CH:10][C:9]([C:12](=[C:23]2[CH2:28][CH2:27][NH:26][CH2:25][CH2:24]2)[C:13]2[CH:14]=[CH:15][CH:16]=[C:17]3[C:22]=2[N:21]=[CH:20][CH:19]=[CH:18]3)=[CH:8][CH:7]=1.[S:31]1[CH:35]=[C:34]([CH:36]=O)[N:33]=[CH:32]1. (2) The reactants are: C1(S([O-])(=O)=[O:8])C=CC=CC=1.[CH3:11][N+:12]1[C:16]([C:17](=[O:20])[NH:18][CH3:19])=[C:15]([C:21](=[O:24])[NH:22][CH3:23])[N:14]([CH2:25][CH3:26])[CH:13]=1.O[C:28]1[C:29]([OH:37])=[C:30]([CH:34]=[CH:35][CH:36]=1)[C:31]([OH:33])=[O:32]. Given the product [OH:37][C:29]1[CH:28]=[C:36]([OH:8])[CH:35]=[CH:34][C:30]=1[C:31]([O-:33])=[O:32].[CH3:11][N+:12]1[C:16]([C:17](=[O:20])[NH:18][CH3:19])=[C:15]([C:21](=[O:24])[NH:22][CH3:23])[N:14]([CH2:25][CH3:26])[CH:13]=1, predict the reactants needed to synthesize it. (3) Given the product [Cl:12][C:9]1[N:10]=[C:11]2[C:6](=[CH:7][CH:8]=1)[N:5]=[CH:4][C:3]([C:13]([CH:15]1[CH2:17][CH2:16]1)=[O:14])=[C:2]2[NH:18][C:19]1[CH:20]=[CH:21][C:22]([N:25]2[CH2:30][CH2:29][CH2:28][C@@H:27]([NH:31][C:32](=[O:38])[O:33][C:34]([CH3:36])([CH3:35])[CH3:37])[CH2:26]2)=[N:23][CH:24]=1, predict the reactants needed to synthesize it. The reactants are: Cl[C:2]1[C:11]2[C:6](=[CH:7][CH:8]=[C:9]([Cl:12])[N:10]=2)[N:5]=[CH:4][C:3]=1[C:13]([CH:15]1[CH2:17][CH2:16]1)=[O:14].[NH2:18][C:19]1[CH:20]=[CH:21][C:22]([N:25]2[CH2:30][CH2:29][CH2:28][C@@H:27]([NH:31][C:32](=[O:38])[O:33][C:34]([CH3:37])([CH3:36])[CH3:35])[CH2:26]2)=[N:23][CH:24]=1. (4) Given the product [CH3:78][O:79][C:22]1[CH:23]=[CH:24][C:25]([CH2:28][N:103]2[CH2:46][CH2:36][N:37]([CH2:38][C:39]3[CH:40]=[C:41]([O:42][CH3:43])[C:32]([O:31][CH3:30])=[CH:33][C:34]=3[O:120][CH3:118])[CH2:45][CH2:102]2)=[CH:26][CH:27]=1, predict the reactants needed to synthesize it. The reactants are: C(N([C:22]1[CH:27]=[CH:26][C:25]([CH3:28])=[C:24](Cl)[CH:23]=1)NC(=O)[C:28](O)(C1C=CC=CC=1)[C:25]1[CH:26]=[CH:27][CH:22]=[CH:23][CH:24]=1)(=O)C.[CH3:30][O:31][C:32]1[CH:33]=[C:34]2[C:39](=[CH:40][C:41]=1[O:42][CH3:43])[C:38](=O)[N:37]([CH3:45])[CH:36]([C:46]1C=NC=CC=1)C2C(NC1C=CC=C(C(F)(F)F)C=1)=O.CC1C=C(N2[C:78](=[O:79])C3C4CCCCCC=4SC=3N(CC(NCCOC)=O)C2=O)C=CC=1C.C(C1C(C)=[C:102](C(N(CCCC)CCCC)=O)[NH:103]C=1C)(=O)C.[C:118](N)(=[O:120])C. (5) Given the product [C:5]([O:14][C:13]([NH:1][C:2]1[CH:3]=[CH:4][C:5]([C@H:8]([CH3:12])[C:9]([OH:11])=[O:10])=[CH:6][CH:7]=1)=[O:16])([CH3:8])([CH3:6])[CH3:4], predict the reactants needed to synthesize it. The reactants are: [NH2:1][C:2]1[CH:7]=[CH:6][C:5]([C@H:8]([CH3:12])[C:9]([OH:11])=[O:10])=[CH:4][CH:3]=1.[C:13](=[O:16])([O-])[O-:14].[Na+].[Na+]. (6) Given the product [Cl:37][CH:21]1[C:20]2[C:15](=[CH:16][CH:17]=[CH:18][CH:19]=2)[N:14]=[C:13]([CH:12]=[CH:11][C:1]2[C:10]3[C:5](=[CH:6][CH:7]=[CH:8][CH:9]=3)[CH:4]=[CH:3][CH:2]=2)[NH:22]1, predict the reactants needed to synthesize it. The reactants are: [C:1]1([CH:11]=[CH:12][C:13]2[NH:22][C:21](=O)[C:20]3[C:15](=[CH:16][CH:17]=[CH:18][CH:19]=3)[N:14]=2)[C:10]2[C:5](=[CH:6][CH:7]=[CH:8][CH:9]=2)[CH:4]=[CH:3][CH:2]=1.C(N(CC)C1C=CC=CC=1)C.P(Cl)(Cl)([Cl:37])=O. (7) Given the product [OH:13][C:14]([CH3:53])([CH3:54])[CH2:15][O:16][C@H:17]1[CH2:22][CH2:21][C@H:20]([N:23]2[C:28](=[O:29])[C:27]([CH2:30][C:31]3[CH:36]=[CH:35][C:34]([C:37]4[CH:42]=[CH:41][CH:40]=[CH:39][C:38]=4[C:43]4[NH:3][C:4](=[O:7])[O:5][N:44]=4)=[C:33]([CH3:45])[CH:32]=3)=[C:26]([CH2:46][CH2:47][CH3:48])[N:25]3[N:49]=[C:50]([CH3:52])[N:51]=[C:24]23)[CH2:19][CH2:18]1, predict the reactants needed to synthesize it. The reactants are: [Cl-].O[NH3+:3].[C:4](=[O:7])([O-])[OH:5].[Na+].CS(C)=O.[OH:13][C:14]([CH3:54])([CH3:53])[CH2:15][O:16][C@H:17]1[CH2:22][CH2:21][C@H:20]([N:23]2[C:28](=[O:29])[C:27]([CH2:30][C:31]3[CH:36]=[CH:35][C:34]([C:37]4[C:38]([C:43]#[N:44])=[CH:39][CH:40]=[CH:41][CH:42]=4)=[C:33]([CH3:45])[CH:32]=3)=[C:26]([CH2:46][CH2:47][CH3:48])[N:25]3[N:49]=[C:50]([CH3:52])[N:51]=[C:24]23)[CH2:19][CH2:18]1. (8) Given the product [CH2:18]([N:2]1[CH2:7][CH2:6][CH2:5][CH2:4][CH:3]1[CH2:8][CH2:9][CH2:10][OH:11])[C:19]1[CH:24]=[CH:23][CH:22]=[CH:21][CH:20]=1, predict the reactants needed to synthesize it. The reactants are: Cl.[NH:2]1[CH2:7][CH2:6][CH2:5][CH2:4][CH:3]1[CH2:8][CH2:9][CH2:10][OH:11].C([O-])([O-])=O.[K+].[K+].[CH2:18](Br)[C:19]1[CH:24]=[CH:23][CH:22]=[CH:21][CH:20]=1. (9) Given the product [C:27]([O:30][C:31]1[CH:40]=[C:39]([CH2:41][Br:8])[C:38]([Br:42])=[CH:37][C:32]=1[C:33]([O:35][CH3:36])=[O:34])(=[O:29])[CH3:28], predict the reactants needed to synthesize it. The reactants are: C1C(=O)N([Br:8])C(=O)C1.C(OOC(=O)C1C=CC=CC=1)(=O)C1C=CC=CC=1.[C:27]([O:30][C:31]1[CH:40]=[C:39]([CH3:41])[C:38]([Br:42])=[CH:37][C:32]=1[C:33]([O:35][CH3:36])=[O:34])(=[O:29])[CH3:28].